This data is from Forward reaction prediction with 1.9M reactions from USPTO patents (1976-2016). The task is: Predict the product of the given reaction. Given the reactants [CH2:1]([O:3][C:4](=[O:20])/[CH:5]=[C:6](/[C:13]1[CH:18]=[CH:17][C:16](Br)=[CH:15][CH:14]=1)\[C:7]1[CH:12]=[CH:11][CH:10]=[CH:9][CH:8]=1)[CH3:2].[CH3:21][N:22]([CH3:26])[CH2:23][C:24]#[CH:25].ClCCl, predict the reaction product. The product is: [CH2:1]([O:3][C:4](=[O:20])/[CH:5]=[C:6](/[C:13]1[CH:18]=[CH:17][C:16]([C:25]#[C:24][CH2:23][N:22]([CH3:26])[CH3:21])=[CH:15][CH:14]=1)\[C:7]1[CH:12]=[CH:11][CH:10]=[CH:9][CH:8]=1)[CH3:2].